This data is from Reaction yield outcomes from USPTO patents with 853,638 reactions. The task is: Predict the reaction yield, written as a fraction of the theoretical maximum amount of product (1.0 means a 100% yield; for example, 0.34 means a 34% yield). The reactants are [Cl:1][C:2]1[N:3]=[CH:4][C:5]2[NH:10][CH:9]=[CH:8][C:6]=2[N:7]=1.C1C(=O)N([Br:18])C(=O)C1. The catalyst is CN(C=O)C.CCOC(C)=O. The product is [Br:18][C:8]1[C:6]2[N:7]=[C:2]([Cl:1])[N:3]=[CH:4][C:5]=2[NH:10][CH:9]=1. The yield is 0.750.